The task is: Predict which catalyst facilitates the given reaction.. This data is from Catalyst prediction with 721,799 reactions and 888 catalyst types from USPTO. (1) Reactant: [S:1]1[C:5]2[CH:6]=[CH:7][CH:8]=[CH:9][C:4]=2[N:3]=[C:2]1[NH:10][C:11]([N:13]1[C:22]2[C:17](=[CH:18][CH:19]=[C:20]([C:23]3[N:28]=[C:27]([C:29]([O:31]C)=[O:30])[C:26]([O:33][CH2:34][CH2:35][O:36][C:37]4[CH:42]=[CH:41][CH:40]=[CH:39][CH:38]=4)=[CH:25][CH:24]=3)[CH:21]=2)[CH2:16][CH2:15][CH2:14]1)=[O:12].[Li+].[OH-].O. Product: [S:1]1[C:5]2[CH:6]=[CH:7][CH:8]=[CH:9][C:4]=2[N:3]=[C:2]1[NH:10][C:11]([N:13]1[C:22]2[C:17](=[CH:18][CH:19]=[C:20]([C:23]3[N:28]=[C:27]([C:29]([OH:31])=[O:30])[C:26]([O:33][CH2:34][CH2:35][O:36][C:37]4[CH:38]=[CH:39][CH:40]=[CH:41][CH:42]=4)=[CH:25][CH:24]=3)[CH:21]=2)[CH2:16][CH2:15][CH2:14]1)=[O:12]. The catalyst class is: 459. (2) Reactant: [F:1][C:2]1[CH:9]=[CH:8][C:7]([F:10])=[CH:6][C:3]=1[CH:4]=O.[C:11]([OH:17])(=[O:16])[CH2:12]C(O)=O.C([O-])(=O)C.[NH4+:22]. Product: [NH2:22][CH:4]([C:3]1[CH:6]=[C:7]([F:10])[CH:8]=[CH:9][C:2]=1[F:1])[CH2:12][C:11]([OH:17])=[O:16]. The catalyst class is: 8. (3) Reactant: [N+:1]([C:4]1[CH:5]=[N:6][NH:7][CH:8]=1)([O-:3])=[O:2].O[CH:10]1[CH2:14][CH2:13][O:12][CH2:11]1.C1(P(C2C=CC=CC=2)C2C=CC=CC=2)C=CC=CC=1.CC(OC(/N=N/C(OC(C)C)=O)=O)C. Product: [N+:1]([C:4]1[CH:5]=[N:6][N:7]([CH:10]2[CH2:14][CH2:13][O:12][CH2:11]2)[CH:8]=1)([O-:3])=[O:2]. The catalyst class is: 1. (4) Reactant: [CH3:1][Si](C=[N+]=[N-])(C)C.[OH:8][C:9]1[C:10](=[O:39])[N:11]([C:32]2[N:33]=[N:34][C:35]([CH3:38])=[CH:36][CH:37]=2)[CH:12]([C:23]2[CH:28]=[CH:27][C:26]([CH:29]([CH3:31])[CH3:30])=[CH:25][CH:24]=2)[C:13]=1[C:14](=[O:22])[C:15]1[CH:20]=[CH:19][C:18]([CH3:21])=[CH:17][CH:16]=1. Product: [CH:29]([C:26]1[CH:27]=[CH:28][C:23]([CH:12]2[N:11]([C:32]3[N:33]=[N:34][C:35]([CH3:38])=[CH:36][CH:37]=3)[C:10](=[O:39])[C:9]([O:8][CH3:1])=[C:13]2[C:14](=[O:22])[C:15]2[CH:16]=[CH:17][C:18]([CH3:21])=[CH:19][CH:20]=2)=[CH:24][CH:25]=1)([CH3:31])[CH3:30]. The catalyst class is: 98. (5) Reactant: [CH2:1]([O:3][C:4]([C:6]1([N:9]([CH:52]([CH3:54])[CH3:53])[S:10]([C:13]2[CH:14]=[C:15]([CH:49]=[CH:50][CH:51]=2)[C:16]([NH:18][C:19]2[S:20][C:21]3[CH2:48][CH2:47][CH2:46][CH2:45][C:22]=3[C:23]=2[C:24]([NH:26][C:27]2[CH:32]=[CH:31][C:30]([CH2:33][CH2:34][C:35]3[CH:44]=[CH:43][C:38]([C:39]([O:41]C)=[O:40])=[CH:37][CH:36]=3)=[CH:29][CH:28]=2)=[O:25])=[O:17])(=[O:12])=[O:11])[CH2:8][CH2:7]1)=[O:5])[CH3:2].[OH-].[Na+]. Product: [CH2:1]([O:3][C:4]([C:6]1([N:9]([CH:52]([CH3:53])[CH3:54])[S:10]([C:13]2[CH:14]=[C:15]([CH:49]=[CH:50][CH:51]=2)[C:16]([NH:18][C:19]2[S:20][C:21]3[CH2:48][CH2:47][CH2:46][CH2:45][C:22]=3[C:23]=2[C:24]([NH:26][C:27]2[CH:32]=[CH:31][C:30]([CH2:33][CH2:34][C:35]3[CH:44]=[CH:43][C:38]([C:39]([OH:41])=[O:40])=[CH:37][CH:36]=3)=[CH:29][CH:28]=2)=[O:25])=[O:17])(=[O:12])=[O:11])[CH2:8][CH2:7]1)=[O:5])[CH3:2]. The catalyst class is: 8. (6) Reactant: [CH2:1]([O:3][C:4](=[O:7])C=C)[CH3:2].[CH:8](=[O:12])[CH:9]([CH3:11])[CH3:10].C1N2[CH2:19][CH2:20]N(CC2)C1.C([O-])(=O)C=C. Product: [CH2:1]([O:3][C:4](=[O:7])[C:19](=[CH2:20])[CH:8]([OH:12])[CH:9]([CH3:11])[CH3:10])[CH3:2]. The catalyst class is: 315. (7) Reactant: [NH:1](C(OCC1C=CC=CC=1)=O)[C@@H:2]([C:23]([O:25][CH2:26][CH3:27])=[O:24])[CH2:3][CH2:4][C:5]([NH:7][C@@H:8]([C:19]([O:21][CH3:22])=[O:20])[CH2:9][C:10]1[C:18]2[C:13](=[CH:14][CH:15]=[CH:16][CH:17]=2)[NH:12][CH:11]=1)=[O:6]. Product: [NH2:1][C@@H:2]([C:23]([O:25][CH2:26][CH3:27])=[O:24])[CH2:3][CH2:4][C:5]([NH:7][C@@H:8]([C:19]([O:21][CH3:22])=[O:20])[CH2:9][C:10]1[C:18]2[C:13](=[CH:14][CH:15]=[CH:16][CH:17]=2)[NH:12][CH:11]=1)=[O:6]. The catalyst class is: 78. (8) Reactant: C([NH:4][C:5]1[S:6][C:7]([S:14]([C:17]2[CH:22]=[CH:21][CH:20]=[CH:19][CH:18]=2)(=[O:16])=[O:15])=[C:8]([CH3:13])[C:9]=1[C:10](N)=[O:11])(=O)C.[O:23]1CCOCC1. Product: [NH2:4][C:5]1[S:6][C:7]([S:14]([C:17]2[CH:22]=[CH:21][CH:20]=[CH:19][CH:18]=2)(=[O:16])=[O:15])=[C:8]([CH3:13])[C:9]=1[C:10]([OH:11])=[O:23]. The catalyst class is: 33. (9) Reactant: Cl.[CH3:2][C@@H:3]1[CH2:7][NH:6][CH2:5][C@H:4]1[C:8]1[NH:9][C:10](=[O:23])[C:11]2[CH:16]=[N:15][N:14]([CH:17]3[CH2:22][CH2:21][O:20][CH2:19][CH2:18]3)[C:12]=2[N:13]=1.C(O)(=O)C.[CH3:28][C:29]1[N:34]=[CH:33][C:32]([CH:35]=O)=[CH:31][N:30]=1.C(O[BH-](OC(=O)C)OC(=O)C)(=O)C.[Na+]. Product: [CH3:2][C@@H:3]1[CH2:7][N:6]([CH2:35][C:32]2[CH:31]=[N:30][C:29]([CH3:28])=[N:34][CH:33]=2)[CH2:5][C@H:4]1[C:8]1[NH:9][C:10](=[O:23])[C:11]2[CH:16]=[N:15][N:14]([CH:17]3[CH2:22][CH2:21][O:20][CH2:19][CH2:18]3)[C:12]=2[N:13]=1. The catalyst class is: 26.